The task is: Predict the product of the given reaction.. This data is from Forward reaction prediction with 1.9M reactions from USPTO patents (1976-2016). Given the reactants [C:1]([C:3]1[C:4]([C:20]([F:23])([F:22])[F:21])=[C:5]2[C:9](=[CH:10][CH:11]=1)[N:8]([CH2:12][C:13](=[NH:16])[NH:14][OH:15])[C:7]([CH2:17][CH2:18][CH3:19])=[CH:6]2)#[N:2].[Cl:24][C:25]1[CH:33]=[CH:32][C:31]([S:34]([CH3:37])(=[O:36])=[O:35])=[CH:30][C:26]=1[C:27](O)=O.CN(C(ON1N=NC2C=CC=NC1=2)=[N+](C)C)C.F[P-](F)(F)(F)(F)F.C(N(CC)CC)C, predict the reaction product. The product is: [Cl:24][C:25]1[CH:33]=[CH:32][C:31]([S:34]([CH3:37])(=[O:36])=[O:35])=[CH:30][C:26]=1[C:27]1[O:15][N:14]=[C:13]([CH2:12][N:8]2[C:9]3[C:5](=[C:4]([C:20]([F:22])([F:23])[F:21])[C:3]([C:1]#[N:2])=[CH:11][CH:10]=3)[CH:6]=[C:7]2[CH2:17][CH2:18][CH3:19])[N:16]=1.